This data is from Reaction yield outcomes from USPTO patents with 853,638 reactions. The task is: Predict the reaction yield, written as a fraction of the theoretical maximum amount of product (1.0 means a 100% yield; for example, 0.34 means a 34% yield). (1) The reactants are C[O:2][C:3](=[O:37])[CH2:4][C:5]1[CH:10]=[CH:9][C:8]([O:11][CH2:12][CH2:13][C:14]2[N:15]=[C:16]([NH:19][C:20]([NH:22][C:23]3[CH:28]=[CH:27][C:26]([CH3:29])=[CH:25][C:24]=3[C:30]([CH:32]3[CH2:36][CH2:35][CH2:34][CH2:33]3)=[O:31])=[O:21])[S:17][CH:18]=2)=[CH:7][CH:6]=1. The product is [CH:32]1([C:30]([C:24]2[CH:25]=[C:26]([CH3:29])[CH:27]=[CH:28][C:23]=2[NH:22][C:20](=[O:21])[NH:19][C:16]2[S:17][CH:18]=[C:14]([CH2:13][CH2:12][O:11][C:8]3[CH:7]=[CH:6][C:5]([CH2:4][C:3]([OH:37])=[O:2])=[CH:10][CH:9]=3)[N:15]=2)=[O:31])[CH2:36][CH2:35][CH2:34][CH2:33]1. The yield is 0.860. The catalyst is [Li+].[OH-]. (2) The reactants are [CH:1]1([C:4]2[NH:8][N:7]=[C:6]([NH:9][C:10]3[C:17]([F:18])=[CH:16][C:13]([C:14]#[N:15])=[C:12]([NH:19][C@H:20]([C:23]4[CH:28]=[CH:27][C:26]([F:29])=[CH:25][CH:24]=4)[CH2:21][OH:22])[N:11]=3)[CH:5]=2)[CH2:3][CH2:2]1.[OH-:30].[K+].OO. The catalyst is CO. The product is [CH:1]1([C:4]2[NH:8][N:7]=[C:6]([NH:9][C:10]3[C:17]([F:18])=[CH:16][C:13]([C:14]([NH2:15])=[O:30])=[C:12]([NH:19][C@H:20]([C:23]4[CH:28]=[CH:27][C:26]([F:29])=[CH:25][CH:24]=4)[CH2:21][OH:22])[N:11]=3)[CH:5]=2)[CH2:3][CH2:2]1. The yield is 0.900. (3) The reactants are [NH2:1][C@@H:2]([C:10]([NH2:12])=[O:11])[CH2:3][C:4]1[CH:9]=[CH:8][CH:7]=[CH:6][CH:5]=1.[CH2:13]1[CH2:19][S:16](=[O:18])(=[O:17])[O:15][CH2:14]1. The catalyst is C(#N)C. The product is [C:10]([C@H:2]([NH:1][CH2:14][CH2:13][CH2:19][S:16]([OH:18])(=[O:17])=[O:15])[CH2:3][C:4]1[CH:9]=[CH:8][CH:7]=[CH:6][CH:5]=1)(=[O:11])[NH2:12]. The yield is 0.890. (4) The reactants are [Cl:1][C:2]1[CH:10]=[C:6]([C:7]([OH:9])=O)[C:5]([OH:11])=[CH:4][CH:3]=1.[NH2:12][C:13]1[S:14][CH:15]=[C:16]([C:18]2[CH:23]=[C:22]([C:24]([F:27])([F:26])[F:25])[CH:21]=[C:20]([C:28]([F:31])([F:30])[F:29])[CH:19]=2)[N:17]=1.P(Cl)(Cl)Cl.ClC1C=CC=CC=1. The catalyst is O. The product is [Cl:1][C:2]1[CH:3]=[CH:4][C:5]([OH:11])=[C:6]([CH:10]=1)[C:7]([NH:12][C:13]1[S:14][CH:15]=[C:16]([C:18]2[CH:19]=[C:20]([C:28]([F:29])([F:30])[F:31])[CH:21]=[C:22]([C:24]([F:27])([F:25])[F:26])[CH:23]=2)[N:17]=1)=[O:9]. The yield is 0.235.